This data is from Peptide-MHC class II binding affinity with 134,281 pairs from IEDB. The task is: Regression. Given a peptide amino acid sequence and an MHC pseudo amino acid sequence, predict their binding affinity value. This is MHC class II binding data. The peptide sequence is PDLPYDYGALEPAIS. The MHC is HLA-DQA10401-DQB10402 with pseudo-sequence HLA-DQA10401-DQB10402. The binding affinity (normalized) is 0.408.